Dataset: Forward reaction prediction with 1.9M reactions from USPTO patents (1976-2016). Task: Predict the product of the given reaction. (1) Given the reactants O=C1C2C(=CC=CC=2)C(=O)[N:3]1[CH2:12][CH2:13][S:14]([NH:17][CH:18]([CH3:20])[CH3:19])(=[O:16])=[O:15].O.NN, predict the reaction product. The product is: [NH2:3][CH2:12][CH2:13][S:14]([NH:17][CH:18]([CH3:20])[CH3:19])(=[O:16])=[O:15]. (2) Given the reactants [C:1]([O:5][C:6]([NH:8][CH:9]1[CH2:12][NH:11][CH2:10]1)=[O:7])([CH3:4])([CH3:3])[CH3:2].Br[C:14]1[S:15][C:16]([C:23]([O:25][CH2:26][CH3:27])=[O:24])=[C:17]([CH2:19][CH2:20][CH2:21][CH3:22])[N:18]=1.C(N(C(C)C)CC)(C)C, predict the reaction product. The product is: [C:1]([O:5][C:6]([NH:8][CH:9]1[CH2:10][N:11]([C:14]2[S:15][C:16]([C:23]([O:25][CH2:26][CH3:27])=[O:24])=[C:17]([CH2:19][CH2:20][CH2:21][CH3:22])[N:18]=2)[CH2:12]1)=[O:7])([CH3:4])([CH3:2])[CH3:3]. (3) Given the reactants [NH:1]1[C:9]2[C:4](=[CH:5][CH:6]=[CH:7][CH:8]=2)[CH:3]=[C:2]1[C:10]1[C:11]([O:20][CH3:21])=[CH:12][C:13]([O:18][CH3:19])=[C:14]([CH:17]=1)[CH:15]=O.[C:22]([C:25]1[CH:33]=[CH:32][C:28]([C:29]([OH:31])=[O:30])=[CH:27][CH:26]=1)(=[O:24])[CH3:23], predict the reaction product. The product is: [NH:1]1[C:9]2[C:4](=[CH:5][CH:6]=[CH:7][CH:8]=2)[CH:3]=[C:2]1[C:10]1[C:11]([O:20][CH3:21])=[CH:12][C:13]([O:18][CH3:19])=[C:14](/[CH:15]=[CH:23]/[C:22]([C:25]2[CH:33]=[CH:32][C:28]([C:29]([OH:31])=[O:30])=[CH:27][CH:26]=2)=[O:24])[CH:17]=1. (4) Given the reactants [O:1]1[CH2:6][CH2:5][N:4]([C:7]2[CH:14]=[CH:13][C:10]([C:11]#[N:12])=[C:9]([N+:15]([O-])=O)[CH:8]=2)[CH2:3][CH2:2]1, predict the reaction product. The product is: [NH2:15][C:9]1[CH:8]=[C:7]([N:4]2[CH2:3][CH2:2][O:1][CH2:6][CH2:5]2)[CH:14]=[CH:13][C:10]=1[C:11]#[N:12].